From a dataset of CYP2D6 inhibition data for predicting drug metabolism from PubChem BioAssay. Regression/Classification. Given a drug SMILES string, predict its absorption, distribution, metabolism, or excretion properties. Task type varies by dataset: regression for continuous measurements (e.g., permeability, clearance, half-life) or binary classification for categorical outcomes (e.g., BBB penetration, CYP inhibition). Dataset: cyp2d6_veith. (1) The drug is COc1cc(CN2CCN(C(=O)CC(C)C)CC2)cc(OC)c1OC. The result is 0 (non-inhibitor). (2) The drug is c1cncc(CNc2cc(-c3ccc4c(c3)OCO4)ncn2)c1. The result is 1 (inhibitor). (3) The drug is O=C1CC(c2ccc(F)cc2)Cc2nc(NCC3CCCO3)ncc21. The result is 0 (non-inhibitor). (4) The molecule is O=C(O)Cc1[nH]cnc1C(=O)O. The result is 0 (non-inhibitor).